This data is from Full USPTO retrosynthesis dataset with 1.9M reactions from patents (1976-2016). The task is: Predict the reactants needed to synthesize the given product. (1) Given the product [CH2:22]([N:29]([CH2:30][CH2:31][N:32]([CH3:34])[CH3:33])[C:2]1[N:11]=[C:10]([NH:19][CH2:18][C:17]2[CH:20]=[CH:21][C:14]([Cl:13])=[CH:15][CH:16]=2)[C:9]2[C:4](=[CH:5][CH:6]=[CH:7][CH:8]=2)[N:3]=1)[C:23]1[CH:28]=[CH:27][CH:26]=[CH:25][CH:24]=1, predict the reactants needed to synthesize it. The reactants are: Cl[C:2]1[N:11]=[C:10](Cl)[C:9]2[C:4](=[CH:5][CH:6]=[CH:7][CH:8]=2)[N:3]=1.[Cl:13][C:14]1[CH:21]=[CH:20][C:17]([CH2:18][NH2:19])=[CH:16][CH:15]=1.[CH2:22]([NH:29][CH2:30][CH2:31][N:32]([CH3:34])[CH3:33])[C:23]1[CH:28]=[CH:27][CH:26]=[CH:25][CH:24]=1. (2) Given the product [F:16][C:2]1[CH:3]=[N:4][C:5]2[C:10]([CH:11]=1)=[CH:9][CH:8]=[CH:7][CH:6]=2, predict the reactants needed to synthesize it. The reactants are: N[C:2]1[CH:3]=[N:4][C:5]2[C:10]([CH:11]=1)=[CH:9][CH:8]=[CH:7][CH:6]=2.N([O-])=O.[Na+].[F:16][B-](F)(F)F.[H+]. (3) Given the product [CH3:4][N:5]1[CH:9]=[C:8]([C:10]2[N:15]=[C:14]([C:16]3[CH:17]=[N:18][N:19]([CH2:21][CH2:22][S:34][CH3:33])[CH:20]=3)[N:13]3[CH:28]=[CH:29][N:30]=[C:12]3[CH:11]=2)[CH:7]=[N:6]1, predict the reactants needed to synthesize it. The reactants are: Cl.Cl.Cl.[CH3:4][N:5]1[CH:9]=[C:8]([C:10]2[N:15]=[C:14]([C:16]3[CH:17]=[N:18][N:19]([C:21]4(CC#N)CN[CH2:22]4)[CH:20]=3)[N:13]3[CH:28]=[CH:29][N:30]=[C:12]3[CH:11]=2)[CH:7]=[N:6]1.[H-].[Na+].[CH3:33][S:34]CCCl.